Task: Regression. Given a peptide amino acid sequence and an MHC pseudo amino acid sequence, predict their binding affinity value. This is MHC class II binding data.. Dataset: Peptide-MHC class II binding affinity with 134,281 pairs from IEDB (1) The peptide sequence is GKIWPSHKGRPGNFLQSR. The MHC is HLA-DPA10201-DPB10101 with pseudo-sequence HLA-DPA10201-DPB10101. The binding affinity (normalized) is 0.339. (2) The peptide sequence is EICEVVLAKSPDTTC. The MHC is HLA-DQA10501-DQB10201 with pseudo-sequence HLA-DQA10501-DQB10201. The binding affinity (normalized) is 0.208.